This data is from Full USPTO retrosynthesis dataset with 1.9M reactions from patents (1976-2016). The task is: Predict the reactants needed to synthesize the given product. (1) Given the product [Br:1][C:2]1[C:11]2[C:6](=[CH:7][CH:8]=[C:9]([C:12]#[N:13])[CH:10]=2)[CH:5]=[CH:4][C:3]=1[N:14]([CH2:27][CH:26]=[CH:25][Cl:24])[C:15](=[O:21])[O:16][C:17]([CH3:18])([CH3:20])[CH3:19], predict the reactants needed to synthesize it. The reactants are: [Br:1][C:2]1[C:11]2[C:6](=[CH:7][CH:8]=[C:9]([C:12]#[N:13])[CH:10]=2)[CH:5]=[CH:4][C:3]=1[NH:14][C:15](=[O:21])[O:16][C:17]([CH3:20])([CH3:19])[CH3:18].[H-].[Na+].[Cl:24][CH:25]=[CH:26][CH2:27]Cl. (2) Given the product [Br:14][CH:11]1[CH2:10][CH2:9][C:8]2[CH:7]=[C:6]([C:12]#[N:13])[CH:5]=[CH:4][C:3]=2[C:2]1=[O:1], predict the reactants needed to synthesize it. The reactants are: [O:1]=[C:2]1[CH2:11][CH2:10][CH2:9][C:8]2[CH:7]=[C:6]([C:12]#[N:13])[CH:5]=[CH:4][C:3]1=2.[Br:14]N1C(=O)CCC1=O.O.CC1C=CC(S(O)(=O)=O)=CC=1.